Dataset: NCI-60 drug combinations with 297,098 pairs across 59 cell lines. Task: Regression. Given two drug SMILES strings and cell line genomic features, predict the synergy score measuring deviation from expected non-interaction effect. (1) Drug 1: CC1C(C(CC(O1)OC2CC(CC3=C2C(=C4C(=C3O)C(=O)C5=C(C4=O)C(=CC=C5)OC)O)(C(=O)C)O)N)O.Cl. Drug 2: C1C(C(OC1N2C=NC(=NC2=O)N)CO)O. Cell line: NCI/ADR-RES. Synergy scores: CSS=2.61, Synergy_ZIP=-1.97, Synergy_Bliss=-1.24, Synergy_Loewe=-2.65, Synergy_HSA=-2.80. (2) Drug 1: C1=C(C(=O)NC(=O)N1)F. Drug 2: CCCS(=O)(=O)NC1=C(C(=C(C=C1)F)C(=O)C2=CNC3=C2C=C(C=N3)C4=CC=C(C=C4)Cl)F. Cell line: SF-268. Synergy scores: CSS=22.6, Synergy_ZIP=3.25, Synergy_Bliss=5.84, Synergy_Loewe=-49.0, Synergy_HSA=3.43. (3) Drug 1: CC1=C(C=C(C=C1)NC2=NC=CC(=N2)N(C)C3=CC4=NN(C(=C4C=C3)C)C)S(=O)(=O)N.Cl. Drug 2: C1=NC2=C(N1)C(=S)N=C(N2)N. Cell line: K-562. Synergy scores: CSS=47.0, Synergy_ZIP=2.21, Synergy_Bliss=1.54, Synergy_Loewe=-5.23, Synergy_HSA=3.65. (4) Drug 1: COC1=C(C=C2C(=C1)N=CN=C2NC3=CC(=C(C=C3)F)Cl)OCCCN4CCOCC4. Drug 2: CC1CCC2CC(C(=CC=CC=CC(CC(C(=O)C(C(C(=CC(C(=O)CC(OC(=O)C3CCCCN3C(=O)C(=O)C1(O2)O)C(C)CC4CCC(C(C4)OC)O)C)C)O)OC)C)C)C)OC. Cell line: NCI-H460. Synergy scores: CSS=46.0, Synergy_ZIP=-0.543, Synergy_Bliss=3.25, Synergy_Loewe=7.47, Synergy_HSA=8.91. (5) Drug 1: CC(CN1CC(=O)NC(=O)C1)N2CC(=O)NC(=O)C2. Drug 2: CN(C)N=NC1=C(NC=N1)C(=O)N. Cell line: MDA-MB-435. Synergy scores: CSS=7.02, Synergy_ZIP=-1.34, Synergy_Bliss=3.62, Synergy_Loewe=-5.61, Synergy_HSA=-0.712. (6) Drug 1: CCC1=CC2CC(C3=C(CN(C2)C1)C4=CC=CC=C4N3)(C5=C(C=C6C(=C5)C78CCN9C7C(C=CC9)(C(C(C8N6C)(C(=O)OC)O)OC(=O)C)CC)OC)C(=O)OC.C(C(C(=O)O)O)(C(=O)O)O. Drug 2: CCCS(=O)(=O)NC1=C(C(=C(C=C1)F)C(=O)C2=CNC3=C2C=C(C=N3)C4=CC=C(C=C4)Cl)F. Cell line: TK-10. Synergy scores: CSS=15.9, Synergy_ZIP=-5.77, Synergy_Bliss=0.423, Synergy_Loewe=-6.28, Synergy_HSA=1.36. (7) Drug 2: CCN(CC)CCCC(C)NC1=C2C=C(C=CC2=NC3=C1C=CC(=C3)Cl)OC. Drug 1: CC1C(C(=O)NC(C(=O)N2CCCC2C(=O)N(CC(=O)N(C(C(=O)O1)C(C)C)C)C)C(C)C)NC(=O)C3=C4C(=C(C=C3)C)OC5=C(C(=O)C(=C(C5=N4)C(=O)NC6C(OC(=O)C(N(C(=O)CN(C(=O)C7CCCN7C(=O)C(NC6=O)C(C)C)C)C)C(C)C)C)N)C. Synergy scores: CSS=13.4, Synergy_ZIP=-7.13, Synergy_Bliss=1.73, Synergy_Loewe=-4.25, Synergy_HSA=1.05. Cell line: SN12C.